Dataset: Acute oral toxicity (LD50) regression data from Zhu et al.. Task: Regression/Classification. Given a drug SMILES string, predict its toxicity properties. Task type varies by dataset: regression for continuous values (e.g., LD50, hERG inhibition percentage) or binary classification for toxic/non-toxic outcomes (e.g., AMES mutagenicity, cardiotoxicity, hepatotoxicity). Dataset: ld50_zhu. (1) The rat oral LD50 is 2.62, given as -log10 of the dose in mol/kg body weight (higher means more acutely toxic). The drug is CCCNC(=N)C(OCC)c1ccccc1. (2) The molecule is CCOP(=O)(N=C1SCCS1)OCC. The rat oral LD50 is 4.46, given as -log10 of the dose in mol/kg body weight (higher means more acutely toxic).